Dataset: Full USPTO retrosynthesis dataset with 1.9M reactions from patents (1976-2016). Task: Predict the reactants needed to synthesize the given product. (1) Given the product [CH3:27][O:26][C:24]([C:20]1[C:17](=[O:16])[O:18][C:13]2[C:14]([C:15]=1[OH:21])=[C:9]([O:8][CH2:1][C:2]1[CH:3]=[CH:4][CH:5]=[CH:6][CH:7]=1)[CH:10]=[CH:11][CH:12]=2)=[O:25], predict the reactants needed to synthesize it. The reactants are: [CH2:1]([O:8][C:9]1[C:14]2[C:15](=[O:21])[O:16][C:17]([CH3:20])(C)[O:18][C:13]=2[CH:12]=[CH:11][CH:10]=1)[C:2]1[CH:7]=[CH:6][CH:5]=[CH:4][CH:3]=1.[C:24]([O:26][CH3:27])(=[O:25])C[C:24]([O:26][CH3:27])=[O:25].[H-].[Na+].Cl. (2) The reactants are: [F:1][C:2]([F:11])([F:10])[C:3]1[CH:8]=[C:7]([OH:9])[CH:6]=[CH:5][N:4]=1.C(N(C(C)C)C(C)C)C.[F:21][C:22]([F:35])([F:34])[S:23](O[S:23]([C:22]([F:35])([F:34])[F:21])(=[O:25])=[O:24])(=[O:25])=[O:24]. Given the product [F:11][C:2]([F:1])([F:10])[C:3]1[CH:8]=[C:7]([O:9][S:23]([C:22]([F:35])([F:34])[F:21])(=[O:25])=[O:24])[CH:6]=[CH:5][N:4]=1, predict the reactants needed to synthesize it. (3) Given the product [Br:1][C:2]1[CH:13]=[CH:12][C:5]2[N:6]=[C:7]([CH2:9][CH2:10][O:11][S:14]([CH3:17])(=[O:16])=[O:15])[S:8][C:4]=2[CH:3]=1, predict the reactants needed to synthesize it. The reactants are: [Br:1][C:2]1[CH:13]=[CH:12][C:5]2[N:6]=[C:7]([CH2:9][CH2:10][OH:11])[S:8][C:4]=2[CH:3]=1.[S:14](Cl)([CH3:17])(=[O:16])=[O:15]. (4) The reactants are: Cl[C:2]1[N:11]=[CH:10][C:9]2[C:4](=[CH:5][CH:6]=[C:7]([O:12]C)[CH:8]=2)[N:3]=1.[C:14]([C:17]1[CH:22]=[CH:21][C:20](B(O)O)=[C:19]([F:26])[CH:18]=1)([OH:16])=[O:15]. Given the product [F:26][C:19]1[CH:18]=[C:17]([CH:22]=[CH:21][C:20]=1[C:2]1[N:11]=[CH:10][C:9]2[C:4](=[CH:5][CH:6]=[C:7]([OH:12])[CH:8]=2)[N:3]=1)[C:14]([OH:16])=[O:15], predict the reactants needed to synthesize it.